From a dataset of Experimentally validated miRNA-target interactions with 360,000+ pairs, plus equal number of negative samples. Binary Classification. Given a miRNA mature sequence and a target amino acid sequence, predict their likelihood of interaction. (1) The miRNA is hsa-miR-1251-5p with sequence ACUCUAGCUGCCAAAGGCGCU. The protein sequence of the target gene is MAGELADKKDRDASPSKEERKRSRTPDRERDRDRDRKSSPSKDRKRHRSRDRRRGGSRSRSRSRSKSAERERRHKERERDKERDRNKKDRDRDKDGHRRDKDRKRSSLSPGRGKDFKSRKDRDSKKDEEDEHGDKKPKAQPLSLEELLAKKKAEEEAEAKPKFLSKAEREAEALKRRQQEVEERQRMLEEERKKRKQFQDLGRKMLEDPQERERRERRERMERETNGNEDEEGRQKIREEKDKSKELHAIKERYLGGIKKRRRTRHLNDRKFVFEWDASEDTSIDYNPLYKERHQVQLLG.... Result: 0 (no interaction). (2) The miRNA is hsa-miR-21-5p with sequence UAGCUUAUCAGACUGAUGUUGA. The protein sequence of the target gene is MAEQVLPQALYLSNMRKAVKIRERTPEDIFKPTNGIIHHFKTMHRYTLEMFRTCQFCPQFREIIHKALIDRNIQATLESQKKLNWCREVRKLVALKTNGDGNCLMHATSQYMWGVQDTDLVLRKALFSTLKETDTRNFKFRWQLESLKSQEFVETGLCYDTRNWNDEWDNLIKMASTDTPMARSGLQYNSLEEIHIFVLCNILRRPIIVISDKMLRSLESGSNFAPLKVGGIYLPLHWPAQECYRYPIVLGYDSHHFVPLVTLKDSGPEIRAVPLVNRDRGRFEDLKVHFLTDPENEMKE.... Result: 1 (interaction). (3) The miRNA is hsa-miR-6799-5p with sequence GGGGAGGUGUGCAGGGCUGG. The protein sequence of the target gene is MVEMLPTAILLVLAVSVVAKDNATCDGPCGLRFRQNPQGGVRIVGGKAAQHGAWPWMVSLQIFTYNSHRYHTCGGSLLNSRWVLTAAHCFVGKNNVHDWRLVFGAKEITYGNNKPVKAPLQERYVEKIIIHEKYNSATEGNDIALVEITPPISCGRFIGPGCLPHFKAGLPRGSQSCWVAGWGYIEEKAPRPSSILMEARVDLIDLDLCNSTQWYNGRVQPTNVCAGYPVGKIDTCQGDSGGPLMCKDSKESAYVVVGITSWGVGCARAKRPGIYTATWPYLNWIASKIGSNALRMIQSA.... Result: 0 (no interaction). (4) The miRNA is hsa-miR-6815-5p with sequence UAGGUGGCGCCGGAGGAGUCAUU. The protein sequence of the target gene is MRRTRRPRFVLMNKMDDLNLHYRFLNWRRRIREIREVRAFRYQERFKHILVDGDTLSYHGNSGEVGCYVASRPLTKDSNYFEVSIVDSGVRGTIAVGLVPQYYSLDHQPGWLPDSVAYHADDGKLYNGRAKGRQFGSKCNSGDRIGCGIEPVSFDVQTAQIFFTKNGKRVGSTIMPMSPDGLFPAVGMHSLGEEVRLHLNAELGREDDSVMMVDSYEDEWGRLHDVRVCGTLLEYLGKGKSIVDVGLAQARHPLSTRSHYFEVEIVDPGEKCYIALGLARKDYPKNRHPGWSRGSVAYHA.... Result: 0 (no interaction).